Regression. Given a peptide amino acid sequence and an MHC pseudo amino acid sequence, predict their binding affinity value. This is MHC class II binding data. From a dataset of Peptide-MHC class II binding affinity with 134,281 pairs from IEDB. (1) The peptide sequence is EGTVDFIFGEARSLY. The MHC is DRB3_0101 with pseudo-sequence DRB3_0101. The binding affinity (normalized) is 0.511. (2) The peptide sequence is EGFKLLSSLVELESC. The MHC is DRB1_0101 with pseudo-sequence DRB1_0101. The binding affinity (normalized) is 0.796. (3) The peptide sequence is GLVHVANNNYDPWTI. The MHC is HLA-DQA10102-DQB10602 with pseudo-sequence HLA-DQA10102-DQB10602. The binding affinity (normalized) is 0.154. (4) The peptide sequence is KNTIVIPKGDFLTGP. The MHC is HLA-DPA10301-DPB10402 with pseudo-sequence HLA-DPA10301-DPB10402. The binding affinity (normalized) is 0. (5) The peptide sequence is AFILDGDNLFPQV. The MHC is DRB1_0401 with pseudo-sequence DRB1_0401. The binding affinity (normalized) is 0.668. (6) The peptide sequence is PALEAAVKQAYAATV. The MHC is DRB4_0101 with pseudo-sequence DRB4_0103. The binding affinity (normalized) is 0.192.